From a dataset of Catalyst prediction with 721,799 reactions and 888 catalyst types from USPTO. Predict which catalyst facilitates the given reaction. (1) Reactant: [F:1][C:2]([F:24])([F:23])[C:3]1[N:8]=[CH:7][C:6]([O:9][C:10]2[CH:11]=[C:12]3[C:17](=[CH:18][CH:19]=2)[N:16]=[C:15]([C:20](O)=[O:21])[CH:14]=[CH:13]3)=[CH:5][CH:4]=1.F[B-](F)(F)F.N1(OC(N(C)C)=[N+](C)C)C2C=CC=CC=2N=N1.C(N(CC)CC)C.[N:54]1([C:60]([O:62][C:63]([CH3:66])([CH3:65])[CH3:64])=[O:61])[CH2:59][CH2:58][NH:57][CH2:56][CH2:55]1. Product: [F:1][C:2]([F:23])([F:24])[C:3]1[N:8]=[CH:7][C:6]([O:9][C:10]2[CH:11]=[C:12]3[C:17](=[CH:18][CH:19]=2)[N:16]=[C:15]([C:20]([N:57]2[CH2:56][CH2:55][N:54]([C:60]([O:62][C:63]([CH3:66])([CH3:65])[CH3:64])=[O:61])[CH2:59][CH2:58]2)=[O:21])[CH:14]=[CH:13]3)=[CH:5][CH:4]=1. The catalyst class is: 35. (2) Reactant: C[O:2][C:3]([C:5]1[C:10]([NH2:11])=[CH:9][C:8]([C:12]#[C:13][CH2:14][OH:15])=[CH:7][N:6]=1)=[O:4].[OH-].[Li+:17].[ClH:18]. Product: [NH2:11][C:10]1[C:5]([C:3]([OH:4])=[O:2])=[N:6][CH:7]=[C:8]([C:12]#[C:13][CH2:14][OH:15])[CH:9]=1.[Cl-:18].[Li+:17]. The catalyst class is: 1.